From a dataset of TCR-epitope binding with 47,182 pairs between 192 epitopes and 23,139 TCRs. Binary Classification. Given a T-cell receptor sequence (or CDR3 region) and an epitope sequence, predict whether binding occurs between them. (1) The epitope is ITEEVGHTDLMAAY. The TCR CDR3 sequence is CASSRVTGMNTEAFF. Result: 0 (the TCR does not bind to the epitope). (2) The epitope is LLLGIGILV. The TCR CDR3 sequence is CASSPPTGSNTEAFF. Result: 1 (the TCR binds to the epitope).